From a dataset of Full USPTO retrosynthesis dataset with 1.9M reactions from patents (1976-2016). Predict the reactants needed to synthesize the given product. (1) Given the product [Cl:25][C:6]1[C:7](=[O:24])[N:8]([CH2:9][CH2:10][C:11]2[CH:23]=[CH:22][C:14]([C:15]([O:17][C:18]([CH3:21])([CH3:20])[CH3:19])=[O:16])=[CH:13][CH:12]=2)[C:3]([CH2:2][N:34]([CH3:33])[C:35]2[S:36][C:37]([CH3:40])=[CH:38][N:39]=2)=[C:4]([Cl:26])[CH:5]=1, predict the reactants needed to synthesize it. The reactants are: Br[CH2:2][C:3]1[N:8]([CH2:9][CH2:10][C:11]2[CH:23]=[CH:22][C:14]([C:15]([O:17][C:18]([CH3:21])([CH3:20])[CH3:19])=[O:16])=[CH:13][CH:12]=2)[C:7](=[O:24])[C:6]([Cl:25])=[CH:5][C:4]=1[Cl:26].C(=O)([O-])[O-].[K+].[K+].[CH3:33][NH:34][C:35]1[S:36][C:37]([CH3:40])=[CH:38][N:39]=1.CN1C(=O)CCC1. (2) Given the product [Br:10][C:11]1[CH:16]=[CH:15][C:14]([C:17]2[N:22]=[C:21]3[N:23]=[C:24]([S:26]([CH3:29])(=[O:28])=[O:27])[N:25]([CH2:38][O:37][CH2:36][CH2:35][Si:32]([CH3:34])([CH3:33])[CH3:31])[C:20]3=[CH:19][C:18]=2[Cl:30])=[CH:13][CH:12]=1, predict the reactants needed to synthesize it. The reactants are: C(N(CC)C(C)C)(C)C.[Br:10][C:11]1[CH:16]=[CH:15][C:14]([C:17]2[N:22]=[C:21]3[N:23]=[C:24]([S:26]([CH3:29])(=[O:28])=[O:27])[NH:25][C:20]3=[CH:19][C:18]=2[Cl:30])=[CH:13][CH:12]=1.[CH3:31][Si:32]([CH2:35][CH2:36][O:37][CH2:38]Cl)([CH3:34])[CH3:33].CCOC(C)=O.CCCCCC. (3) Given the product [C:6]([O:15][C:16]1[CH:24]=[CH:23][C:19]([C:20]([OH:22])=[O:21])=[CH:18][C:17]=1[C:25]([F:26])([F:27])[F:28])(=[O:7])[CH3:5], predict the reactants needed to synthesize it. The reactants are: C(C1C=[C:5](C=CC=1OC)[C:6](OC)=[O:7])#N.[OH:15][C:16]1[CH:24]=[CH:23][C:19]([C:20]([OH:22])=[O:21])=[CH:18][C:17]=1[C:25]([F:28])([F:27])[F:26]. (4) Given the product [CH3:1][O:2][C:3](=[O:21])[C:4]1[CH:9]=[CH:8][C:7]([N:10]([CH2:22][C:23]2[CH:28]=[CH:27][CH:26]=[CH:25][CH:24]=2)[C:11]([O:13][C:14]([CH3:17])([CH3:16])[CH3:15])=[O:12])=[CH:6][C:5]=1[NH2:18], predict the reactants needed to synthesize it. The reactants are: [CH3:1][O:2][C:3](=[O:21])[C:4]1[CH:9]=[CH:8][C:7]([NH:10][C:11]([O:13][C:14]([CH3:17])([CH3:16])[CH3:15])=[O:12])=[CH:6][C:5]=1[N+:18]([O-])=O.[CH2:22](Br)[C:23]1[CH:28]=[CH:27][CH:26]=[CH:25][CH:24]=1.